Dataset: Catalyst prediction with 721,799 reactions and 888 catalyst types from USPTO. Task: Predict which catalyst facilitates the given reaction. Reactant: [CH2:1]([O:3][C:4](=[O:48])[CH2:5][C@@H:6]([C:10]1[CH:47]=[CH:46][C:13]([O:14][CH2:15][C:16]2[CH:45]=[CH:44][C:19]3[S:20][CH:21]=[C:22]([C:23]4[CH:42]=[CH:41][C:26]([CH2:27][CH:28]5[CH2:33][CH2:32][N:31](C(OC(C)(C)C)=O)[CH2:30][CH2:29]5)=[CH:25][C:24]=4[CH3:43])[C:18]=3[CH:17]=2)=[CH:12][CH:11]=1)[C:7]#[C:8][CH3:9])[CH3:2].Cl.O1CCOCC1.C([O-])(O)=O.[Na+]. Product: [CH3:43][C:24]1[CH:25]=[C:26]([CH2:27][CH:28]2[CH2:29][CH2:30][NH:31][CH2:32][CH2:33]2)[CH:41]=[CH:42][C:23]=1[C:22]1[C:18]2[CH:17]=[C:16]([CH2:15][O:14][C:13]3[CH:12]=[CH:11][C:10]([C@@H:6]([C:7]#[C:8][CH3:9])[CH2:5][C:4]([O:3][CH2:1][CH3:2])=[O:48])=[CH:47][CH:46]=3)[CH:45]=[CH:44][C:19]=2[S:20][CH:21]=1. The catalyst class is: 12.